This data is from Peptide-MHC class II binding affinity with 134,281 pairs from IEDB. The task is: Regression. Given a peptide amino acid sequence and an MHC pseudo amino acid sequence, predict their binding affinity value. This is MHC class II binding data. The peptide sequence is GLVPKLDAAYSVAYK. The MHC is DRB1_0404 with pseudo-sequence DRB1_0404. The binding affinity (normalized) is 0.640.